From a dataset of Catalyst prediction with 721,799 reactions and 888 catalyst types from USPTO. Predict which catalyst facilitates the given reaction. (1) Reactant: Br[C:2]1[C:18]2[N:19]=[C:20]([CH2:22][CH2:23][CH2:24][CH2:25][CH2:26][CH2:27][CH2:28][CH3:29])[O:21][C:17]=2[C:16](Br)=[C:4]2[N:5]=[C:6]([CH2:8][CH2:9][CH2:10][CH2:11][CH2:12][CH2:13][CH2:14][CH3:15])[O:7][C:3]=12.C[Sn](C)(C)[C:33]1[S:34][CH:35]=[C:36]([CH2:38][CH2:39][CH2:40][CH2:41][CH2:42][CH2:43][CH2:44][CH3:45])[CH:37]=1.[C:63]1([CH3:68])[CH:64]=[CH:65][CH:66]=[CH:67][C:62]=1P([C:62]1[CH:67]=[CH:66][CH:65]=[CH:64][C:63]=1[CH3:68])[C:62]1[CH:67]=[CH:66][CH:65]=[CH:64][C:63]=1[CH3:68]. Product: [CH2:38]([C:36]1[CH:37]=[C:33]([C:2]2[C:18]3[N:19]=[C:20]([CH2:22][CH2:23][CH2:24][CH2:25][CH2:26][CH2:27][CH2:28][CH3:29])[O:21][C:17]=3[C:16]([C:33]3[S:34][CH:35]=[C:36]([CH2:38][CH2:62][CH2:67][CH2:66][CH2:65][CH2:64][CH2:63][CH3:68])[CH:37]=3)=[C:4]3[N:5]=[C:6]([CH2:8][CH2:9][CH2:10][CH2:11][CH2:12][CH2:13][CH2:14][CH3:15])[O:7][C:3]=23)[S:34][CH:35]=1)[CH2:39][CH2:40][CH2:41][CH2:42][CH2:43][CH2:44][CH3:45]. The catalyst class is: 11. (2) Reactant: [NH2:1][C:2]1[CH:3]=[CH:4][C:5]([Cl:8])=[N:6][CH:7]=1.[I:9]N1C(=O)CCC1=O.O.CCOCC. The catalyst class is: 3. Product: [NH2:1][C:2]1[C:7]([I:9])=[N:6][C:5]([Cl:8])=[CH:4][CH:3]=1.